From a dataset of Orexin1 receptor HTS with 218,158 compounds and 233 confirmed actives. Binary Classification. Given a drug SMILES string, predict its activity (active/inactive) in a high-throughput screening assay against a specified biological target. (1) The compound is S(=O)(=O)(c1c2c(n(c1)C)cccc2)CC(=O)Nc1ccc(OCC)cc1. The result is 0 (inactive). (2) The compound is S(CCCC)c1n(c(nn1)c1ccc(OC)cc1)C. The result is 0 (inactive).